From a dataset of Forward reaction prediction with 1.9M reactions from USPTO patents (1976-2016). Predict the product of the given reaction. (1) Given the reactants [CH2:1]([NH:4][C:5]1[N:6]=[C:7]([NH:21][CH3:22])[C:8]2[N:14]=[C:13]([NH:15][CH2:16][CH:17]=[CH2:18])[N:12]=[C:11]([NH:19][CH3:20])[C:9]=2[N:10]=1)[CH:2]=[CH2:3].Cl.C(OCC)C.Cl.[Cl:30]C1N=C(NCCC)C2N=C(NC)N=C(NCCC)C=2N=1, predict the reaction product. The product is: [ClH:30].[CH2:16]([NH:15][C:13]1[N:12]=[C:11]([NH:19][CH3:20])[C:9]2[N:10]=[C:5]([NH:4][CH2:1][CH:2]=[CH2:3])[N:6]=[C:7]([NH:21][CH3:22])[C:8]=2[N:14]=1)[CH:17]=[CH2:18]. (2) Given the reactants [CH3:1][C:2]1[CH:3]=[C:4]([CH:7]=[C:8]([CH3:11])[C:9]=1[OH:10])[C:5]#[N:6].CC1C=CN=C(N)C=1C.[Br:21][C:22]1[C:23]([NH:38][C:39](=[O:46])[C:40]2[CH:45]=[CH:44][CH:43]=[CH:42][CH:41]=2)=[N:24][C:25]([NH:29][C:30]2[CH:35]=[CH:34][C:33]([C:36]#[N:37])=[CH:32][CH:31]=2)=[N:26][C:27]=1Cl, predict the reaction product. The product is: [Br:21][C:22]1[C:23]([NH:38][C:39](=[O:46])[C:40]2[CH:41]=[CH:42][CH:43]=[CH:44][CH:45]=2)=[N:24][C:25]([NH:29][C:30]2[CH:35]=[CH:34][C:33]([C:36]#[N:37])=[CH:32][CH:31]=2)=[N:26][C:27]=1[O:10][C:9]1[C:8]([CH3:11])=[CH:7][C:4]([C:5]#[N:6])=[CH:3][C:2]=1[CH3:1]. (3) Given the reactants [NH2:1][CH2:2][C:3]([NH:5][CH3:6])=[O:4].[N:7]1[CH:12]=[CH:11][CH:10]=[C:9]([C:13](SC)=[S:14])[CH:8]=1, predict the reaction product. The product is: [CH3:6][NH:5][C:3](=[O:4])[CH2:2][NH:1][C:13]([C:9]1[CH:8]=[N:7][CH:12]=[CH:11][CH:10]=1)=[S:14]. (4) Given the reactants CON(C)[C:4](=[O:12])[C:5]1[C:6](=[CH:8][CH:9]=[CH:10][CH:11]=1)[NH2:7].[C:14]1(Br)[C:23]2[C:18](=[CH:19][CH:20]=[CH:21][CH:22]=2)[CH:17]=[CH:16][CH:15]=1.[CH3:25][CH2:26][CH2:27][CH2:28][CH2:29][CH3:30].C([Li])CCC.Cl, predict the reaction product. The product is: [C:14]1([C:27]2([C:4](=[O:12])[C:5]3[CH:11]=[CH:10][CH:9]=[CH:8][C:6]=3[NH2:7])[CH:26]=[CH:25][CH:30]=[CH:29][CH2:28]2)[C:23]2[C:18](=[CH:19][CH:20]=[CH:21][CH:22]=2)[CH:17]=[CH:16][CH:15]=1. (5) Given the reactants [CH2:1]([O:3][C:4](=[O:21])[C:5]([N:18]=[N+]=[N-])=[CH:6][C:7]1[S:8][C:9]([C:12]2[CH:17]=[CH:16][CH:15]=[CH:14][CH:13]=2)=[CH:10][CH:11]=1)[CH3:2], predict the reaction product. The product is: [CH2:1]([O:3][C:4]([C:5]1[NH:18][C:11]2[CH:10]=[C:9]([C:12]3[CH:17]=[CH:16][CH:15]=[CH:14][CH:13]=3)[S:8][C:7]=2[CH:6]=1)=[O:21])[CH3:2].